This data is from Forward reaction prediction with 1.9M reactions from USPTO patents (1976-2016). The task is: Predict the product of the given reaction. (1) The product is: [CH2:1]([O:8][C:9]1[CH:17]=[CH:16][CH:15]=[C:11]2[C:10]=1[C:18](=[O:20])[N:22]([CH:23]1[CH2:29][CH2:28][C:27](=[O:30])[NH:26][C:24]1=[O:25])[C:12]2=[O:14])[C:2]1[CH:3]=[CH:4][CH:5]=[CH:6][CH:7]=1. Given the reactants [CH2:1]([O:8][C:9]1[CH:17]=[CH:16][CH:15]=[C:11]([C:12]([OH:14])=O)[C:10]=1[C:18]([OH:20])=O)[C:2]1[CH:7]=[CH:6][CH:5]=[CH:4][CH:3]=1.Cl.[NH2:22][CH:23]1[CH2:29][CH2:28][C:27](=[O:30])[NH:26][C:24]1=[O:25], predict the reaction product. (2) Given the reactants [C:1]([O:4][C:5]1[C:14]2[C:9](=[C:10]([N+:15]([O-])=O)[CH:11]=[CH:12][CH:13]=2)[N:8]=[C:7]([C:18]2[CH:23]=[CH:22][CH:21]=[C:20]([C:24]([F:27])([F:26])[F:25])[CH:19]=2)[CH:6]=1)(=[O:3])[CH3:2], predict the reaction product. The product is: [C:1]([O:4][C:5]1[C:14]2[C:9](=[C:10]([NH2:15])[CH:11]=[CH:12][CH:13]=2)[N:8]=[C:7]([C:18]2[CH:23]=[CH:22][CH:21]=[C:20]([C:24]([F:27])([F:25])[F:26])[CH:19]=2)[CH:6]=1)(=[O:3])[CH3:2].